This data is from Full USPTO retrosynthesis dataset with 1.9M reactions from patents (1976-2016). The task is: Predict the reactants needed to synthesize the given product. (1) Given the product [CH3:27][O:26][C:24](=[O:25])[C:20]1[CH:21]=[CH:22][CH:23]=[C:18]([CH2:17][N:7]2[C:8]3[C:13](=[CH:12][C:11]([CH3:15])=[CH:10][C:9]=3[CH3:16])[CH:14]=[C:6]2[C:4]([NH:3][C:2]2[S:28][C:30]([CH2:44][CH2:45][CH:46]3[CH2:51][CH2:50][CH2:49][CH2:48][CH2:47]3)=[C:31]([C:33]3[CH:38]=[C:37]([O:39][CH3:40])[C:36]([CH3:41])=[CH:35][C:34]=3[O:42][CH3:43])[N:1]=2)=[O:5])[CH:19]=1, predict the reactants needed to synthesize it. The reactants are: [NH2:1][C:2](=[S:28])[NH:3][C:4]([C:6]1[N:7]([CH2:17][C:18]2[CH:23]=[CH:22][CH:21]=[C:20]([C:24]([O:26][CH3:27])=[O:25])[CH:19]=2)[C:8]2[C:13]([CH:14]=1)=[CH:12][C:11]([CH3:15])=[CH:10][C:9]=2[CH3:16])=[O:5].Br[CH:30]([CH2:44][CH2:45][CH:46]1[CH2:51][CH2:50][CH2:49][CH2:48][CH2:47]1)[C:31]([C:33]1[CH:38]=[C:37]([O:39][CH3:40])[C:36]([CH3:41])=[CH:35][C:34]=1[O:42][CH3:43])=O. (2) Given the product [Cl:1][C:2]1[CH:3]=[C:4]([N:11]2[CH2:16][CH2:15][N:14]([C:17]3[CH:22]=[C:21]([CH3:23])[CH:20]=[C:19]([CH3:24])[N:18]=3)[CH2:13][CH2:12]2)[CH:5]=[CH:6][C:7]=1[NH2:8], predict the reactants needed to synthesize it. The reactants are: [Cl:1][C:2]1[CH:3]=[C:4]([N:11]2[CH2:16][CH2:15][N:14]([C:17]3[CH:22]=[C:21]([CH3:23])[CH:20]=[C:19]([CH3:24])[N:18]=3)[CH2:13][CH2:12]2)[CH:5]=[CH:6][C:7]=1[N+:8]([O-])=O.C(N(CC)CC)C. (3) Given the product [NH2:1][C:2]1[CH:7]=[CH:6][C:5]([C:8]2[N:9]([CH:20]3[CH2:21][CH2:22][CH2:23]3)[C:10]3[C:15]([C:16]=2[C:17]#[N:18])=[CH:14][CH:13]=[C:12]([O:19][CH2:38][CH2:37][O:36][CH3:35])[CH:11]=3)=[CH:4][CH:3]=1, predict the reactants needed to synthesize it. The reactants are: [NH2:1][C:2]1[CH:7]=[CH:6][C:5]([C:8]2[N:9]([CH:20]3[CH2:23][CH2:22][CH2:21]3)[C:10]3[C:15]([C:16]=2[C:17]#[N:18])=[CH:14][CH:13]=[C:12]([OH:19])[CH:11]=3)=[CH:4][CH:3]=1.C([O-])([O-])=O.[K+].[K+].C(C(C)=O)C.[CH3:35][O:36][CH2:37][CH2:38]Br. (4) Given the product [CH:20]([CH:9]1[CH2:10][C:11]2[C:16](=[CH:15][CH:14]=[CH:13][CH:12]=2)[N:7]([C:4]2[CH:3]=[CH:2][C:1]([CH3:18])=[CH:6][CH:5]=2)[C:8]1=[O:17])([CH3:22])[CH3:21], predict the reactants needed to synthesize it. The reactants are: [C:1]1([CH3:18])[CH:6]=[CH:5][C:4]([N:7]2[C:16]3[C:11](=[CH:12][CH:13]=[CH:14][CH:15]=3)[CH2:10][CH2:9][C:8]2=[O:17])=[CH:3][CH:2]=1.I[CH:20]([CH3:22])[CH3:21].